Task: Predict the reaction yield, written as a fraction of the theoretical maximum amount of product (1.0 means a 100% yield; for example, 0.34 means a 34% yield).. Dataset: Reaction yield outcomes from USPTO patents with 853,638 reactions (1) The reactants are [CH3:1][O:2][C:3]1[CH:12]=[CH:11][C:10]2[C:5](=[CH:6][N+:7]3[CH2:20][CH2:19][C:18]4[C:13](=[CH:14][C:15]5[O:23][CH2:22][O:21][C:16]=5[CH:17]=4)[C:8]=3[CH:9]=2)[C:4]=1[O:24][CH3:25].[Cl-].[C:27]([Mg]Cl)#[CH:28]. The catalyst is C(OCC)C. The product is [C:27]([CH:6]1[N:7]2[CH2:20][CH2:19][C:18]3[C:13]([C:8]2=[CH:9][C:10]2[CH:11]=[CH:12][C:3]([O:2][CH3:1])=[C:4]([O:24][CH3:25])[C:5]1=2)=[CH:14][C:15]1[O:23][CH2:22][O:21][C:16]=1[CH:17]=3)#[CH:28]. The yield is 0.200. (2) The reactants are [CH:1]1([CH2:7][N:8]2[CH:16]=[C:15]3[C:10]([CH:11]=[C:12]([C:17]4[CH:18]=[C:19]([CH:27]5[CH2:32][CH2:31][NH:30][CH2:29][CH2:28]5)[N:20]5[C:25]=4[C:24]([NH2:26])=[N:23][CH:22]=[N:21]5)[CH:13]=[CH:14]3)=[N:9]2)[CH2:6][CH2:5][CH2:4][CH2:3][CH2:2]1.ClC[C:35]([N:37]([CH3:39])[CH3:38])=[O:36]. No catalyst specified. The product is [NH2:26][C:24]1[C:25]2=[C:17]([C:12]3[CH:13]=[CH:14][C:15]4[C:10]([CH:11]=3)=[N:9][N:8]([CH2:7][CH:1]3[CH2:2][CH2:3][CH2:4][CH2:5][CH2:6]3)[CH:16]=4)[CH:18]=[C:19]([CH:27]3[CH2:28][CH2:29][N:30]([C:35]([N:37]([CH3:39])[CH3:38])=[O:36])[CH2:31][CH2:32]3)[N:20]2[N:21]=[CH:22][N:23]=1. The yield is 0.310. (3) The catalyst is O1CCCC1.[C].[Pd].CO.CN(C)C=O.C(N(CC)CC)C. The reactants are [NH2:1][C:2]1[CH:7]=[C:6]([O:8][C:9]2[CH:14]=[CH:13][C:12]([N+:15]([O-])=O)=[CH:11][C:10]=2[F:18])[CH:5]=[CH:4][N:3]=1.Cl[C:20](OC1C=CC=CC=1)=[O:21].[N:29]1([CH:34]2[CH2:39][CH2:38][NH:37][CH2:36][CH2:35]2)[CH2:33][CH2:32][CH2:31][CH2:30]1.[H][H]. The product is [NH2:15][C:12]1[CH:13]=[CH:14][C:9]([O:8][C:6]2[CH:5]=[CH:4][N:3]=[C:2]([NH:1][C:20]([N:37]3[CH2:38][CH2:39][CH:34]([N:29]4[CH2:33][CH2:32][CH2:31][CH2:30]4)[CH2:35][CH2:36]3)=[O:21])[CH:7]=2)=[C:10]([F:18])[CH:11]=1. The yield is 0.710.